Dataset: Full USPTO retrosynthesis dataset with 1.9M reactions from patents (1976-2016). Task: Predict the reactants needed to synthesize the given product. (1) The reactants are: C(OC(=O)[N:7]([CH3:37])[C@H:8]([C:10](=[O:36])[NH:11][C@@H:12]1[C:18](=[O:19])[N:17]([CH2:20][C:21]2[C:30]3[C:25](=[CH:26][CH:27]=[CH:28][CH:29]=3)[CH:24]=[CH:23][C:22]=2[CH3:31])[C:16]2[CH:32]=[CH:33][CH:34]=[CH:35][C:15]=2[NH:14][CH2:13]1)[CH3:9])(C)(C)C.[CH3:39][O:40][CH2:41][CH2:42][O:43][CH2:44][C:45]([Cl:47])=[O:46]. Given the product [ClH:47].[CH3:39][O:40][CH2:41][CH2:42][O:43][CH2:44][C:45]([N:14]1[CH2:13][C@H:12]([NH:11][C:10](=[O:36])[C@@H:8]([NH:7][CH3:37])[CH3:9])[C:18](=[O:19])[N:17]([CH2:20][C:21]2[C:30]3[C:25](=[CH:26][CH:27]=[CH:28][CH:29]=3)[CH:24]=[CH:23][C:22]=2[CH3:31])[C:16]2[CH:32]=[CH:33][CH:34]=[CH:35][C:15]1=2)=[O:46], predict the reactants needed to synthesize it. (2) Given the product [O:1]=[C:2]1[C:6]2([CH2:7][CH2:8][N:9]([CH2:35][CH2:36][CH2:37][C:38](=[O:39])[C:40]3[CH:45]=[CH:44][CH:43]=[CH:42][CH:41]=3)[CH2:10][CH2:11]2)[N:5]([C:12]2[CH:13]=[CH:14][CH:15]=[CH:16][CH:17]=2)[CH2:4][N:3]1[C:18]1[CH:19]=[C:20]([CH:25]=[CH:26][CH:27]=1)[C:21]([O:23][CH3:24])=[O:22], predict the reactants needed to synthesize it. The reactants are: [O:1]=[C:2]1[C:6]2([CH2:11][CH2:10][NH:9][CH2:8][CH2:7]2)[N:5]([C:12]2[CH:17]=[CH:16][CH:15]=[CH:14][CH:13]=2)[CH2:4][N:3]1[C:18]1[CH:19]=[C:20]([CH:25]=[CH:26][CH:27]=1)[C:21]([O:23][CH3:24])=[O:22].C(=O)([O-])[O-].[K+].[K+].I[CH2:35][CH2:36][CH2:37][C:38]([C:40]1[CH:45]=[CH:44][CH:43]=[CH:42][CH:41]=1)=[O:39]. (3) Given the product [F:17][C:18]1[C:23]([C:24]([F:26])([F:25])[F:27])=[CH:22][CH:21]=[CH:20][C:19]=1[C:28]1[N:29]=[C:30]([NH:33][C:12](=[O:13])[C:11]2[CH:15]=[CH:16][C:8]([NH:7][C:5]3[CH:6]=[N:1][CH:2]=[N:3][CH:4]=3)=[CH:9][CH:10]=2)[S:31][CH:32]=1, predict the reactants needed to synthesize it. The reactants are: [N:1]1[CH:6]=[C:5]([NH:7][C:8]2[CH:16]=[CH:15][C:11]([C:12](Cl)=[O:13])=[CH:10][CH:9]=2)[CH:4]=[N:3][CH:2]=1.[F:17][C:18]1[C:23]([C:24]([F:27])([F:26])[F:25])=[CH:22][CH:21]=[CH:20][C:19]=1[C:28]1[N:29]=[C:30]([NH2:33])[S:31][CH:32]=1. (4) The reactants are: [C:1]1([OH:7])[CH:6]=[CH:5][CH:4]=[CH:3][CH:2]=1.[OH-].[Na+].Cl.Cl[CH2:12][CH2:13][CH2:14][N:15]([CH2:20][CH2:21][CH2:22][CH3:23])[CH2:16][CH2:17][CH2:18][CH3:19]. Given the product [CH2:20]([N:15]([CH2:16][CH2:17][CH2:18][CH3:19])[CH2:14][CH2:13][CH2:12][O:7][C:1]1[CH:6]=[CH:5][CH:4]=[CH:3][CH:2]=1)[CH2:21][CH2:22][CH3:23], predict the reactants needed to synthesize it. (5) The reactants are: Br[CH2:2][C:3]1[C:4]([CH3:15])=[N:5][O:6][C:7]=1[C:8]1[CH:13]=[CH:12][C:11]([Br:14])=[CH:10][CH:9]=1.[N-:16]=[N+:17]=[N-:18].[Na+]. Given the product [N:16]([CH2:2][C:3]1[C:4]([CH3:15])=[N:5][O:6][C:7]=1[C:8]1[CH:13]=[CH:12][C:11]([Br:14])=[CH:10][CH:9]=1)=[N+:17]=[N-:18], predict the reactants needed to synthesize it. (6) Given the product [ClH:19].[ClH:19].[NH2:12][C:13]1[CH:14]=[C:15]([O:8][CH:6]2[CH2:7][N:2]([CH3:1])[CH2:3][C:4]3[O:11][CH:10]=[CH:9][C:5]2=3)[CH:16]=[CH:17][C:18]=1[Cl:19], predict the reactants needed to synthesize it. The reactants are: [CH3:1][N:2]1[CH2:7][CH:6]([OH:8])[C:5]2[CH:9]=[CH:10][O:11][C:4]=2[CH2:3]1.[NH2:12][C:13]1[CH:14]=[C:15](O)[CH:16]=[CH:17][C:18]=1[Cl:19]. (7) Given the product [F:12][C:13]([F:20])([F:19])[C:14]([NH:16][CH2:17][C:10]1[C:2]([CH3:1])=[C:3]([C:7]([CH3:11])=[CH:8][CH:9]=1)[C:4]([OH:6])=[O:5])=[O:15], predict the reactants needed to synthesize it. The reactants are: [CH3:1][C:2]1[CH:10]=[CH:9][CH:8]=[C:7]([CH3:11])[C:3]=1[C:4]([OH:6])=[O:5].[F:12][C:13]([F:20])([F:19])[C:14]([NH:16][CH2:17]O)=[O:15]. (8) The reactants are: [F:1][C:2]([F:10])([F:9])[C:3]1([C:6](O)=O)[CH2:5][CH2:4]1.[C:11](O)(=O)C.[NH2:15][C:16](=[NH:38])[C:17]1[CH:18]=[CH:19][C:20]([C:23]2[CH:37]=[CH:36][C:26]([O:27][CH2:28][C:29]([CH3:35])([CH3:34])[C:30]([O:32][CH3:33])=[O:31])=[CH:25][CH:24]=2)=[N:21][CH:22]=1. Given the product [CH3:35][C:29]([CH3:34])([CH2:28][O:27][C:26]1[CH:25]=[CH:24][C:23]([C:20]2[CH:19]=[CH:18][C:17]([C:16]3[NH:15][C:6]([C:3]4([C:2]([F:10])([F:9])[F:1])[CH2:5][CH2:4]4)=[CH:11][N:38]=3)=[CH:22][N:21]=2)=[CH:37][CH:36]=1)[C:30]([O:32][CH3:33])=[O:31], predict the reactants needed to synthesize it.